Task: Predict the product of the given reaction.. Dataset: Forward reaction prediction with 1.9M reactions from USPTO patents (1976-2016) (1) Given the reactants [NH2:1][C:2]1[C:3]2[C:8]([N:9]=[C:10]3[C:15]=1[CH:14]=[CH:13][CH:12]=[CH:11]3)=[CH:7][CH:6]=[CH:5][CH:4]=2.[OH-].[K+].Br[CH2:19][CH2:20][CH2:21][CH2:22][CH2:23][CH2:24][CH2:25][N:26]1[C:34](=[O:35])[C:33]2[C:28](=[CH:29][CH:30]=[CH:31][CH:32]=2)[C:27]1=[O:36], predict the reaction product. The product is: [CH:4]1[C:3]2[C:8](=[N:9][C:10]3[C:15]([C:2]=2[NH:1][CH2:19][CH2:20][CH2:21][CH2:22][CH2:23][CH2:24][CH2:25][N:26]2[C:34](=[O:35])[C:33]4[C:28](=[CH:29][CH:30]=[CH:31][CH:32]=4)[C:27]2=[O:36])=[CH:14][CH:13]=[CH:12][CH:11]=3)[CH:7]=[CH:6][CH:5]=1. (2) Given the reactants [CH2:1]([N:8]1[C:16]2[C:11](=[CH:12][CH:13]=[CH:14][CH:15]=2)[C:10]([C:17]2[O:18][C:19]([C:22]3[CH:23]=[C:24]4[C:29](=[CH:30][CH:31]=3)[CH:28]=[C:27]([OH:32])[CH:26]=[CH:25]4)=[CH:20][N:21]=2)=[CH:9]1)[C:2]1[CH:7]=[CH:6][CH:5]=[CH:4][CH:3]=1.Br[CH2:34][C:35]#[N:36].C(=O)([O-])[O-].[Cs+].[Cs+], predict the reaction product. The product is: [CH2:1]([N:8]1[C:16]2[C:11](=[CH:12][CH:13]=[CH:14][CH:15]=2)[C:10]([C:17]2[O:18][C:19]([C:22]3[CH:23]=[C:24]4[C:29](=[CH:30][CH:31]=3)[CH:28]=[C:27]([O:32][CH2:34][C:35]#[N:36])[CH:26]=[CH:25]4)=[CH:20][N:21]=2)=[CH:9]1)[C:2]1[CH:7]=[CH:6][CH:5]=[CH:4][CH:3]=1. (3) Given the reactants C([O:3][C:4](=[O:32])[CH2:5][NH:6][CH2:7][CH2:8][C:9]1[N:10]=[C:11]([NH:14][C:15]([NH:17][C:18]2[CH:23]=[CH:22][C:21]([CH3:24])=[CH:20][C:19]=2[C:25]([CH:27]2[CH2:31][CH2:30][CH2:29][CH2:28]2)=[O:26])=[O:16])[S:12][CH:13]=1)C, predict the reaction product. The product is: [CH:27]1([C:25]([C:19]2[CH:20]=[C:21]([CH3:24])[CH:22]=[CH:23][C:18]=2[NH:17][C:15](=[O:16])[NH:14][C:11]2[S:12][CH:13]=[C:9]([CH2:8][CH2:7][NH:6][CH2:5][C:4]([OH:32])=[O:3])[N:10]=2)=[O:26])[CH2:31][CH2:30][CH2:29][CH2:28]1. (4) Given the reactants [Cl:1][C:2]1[C:3]([O:17][Si:18]([CH:25]([CH3:27])[CH3:26])([CH:22]([CH3:24])[CH3:23])[CH:19]([CH3:21])[CH3:20])=[CH:4][C:5]([OH:16])=[C:6]([NH:8][C:9]([CH:11]2[CH2:15][CH2:14][CH2:13][CH2:12]2)=[O:10])[CH:7]=1.C(=O)([O-])[O-].[Cs+].[Cs+].[N+](C1C=C(S(O[CH2:47][C@@H:48]2[CH2:50][O:49]2)(=O)=O)C=CC=1)([O-])=O, predict the reaction product. The product is: [Cl:1][C:2]1[C:3]([O:17][Si:18]([CH:22]([CH3:24])[CH3:23])([CH:25]([CH3:27])[CH3:26])[CH:19]([CH3:20])[CH3:21])=[CH:4][C:5]([O:16][CH2:47][CH:48]2[CH2:50][O:49]2)=[C:6]([NH:8][C:9]([CH:11]2[CH2:15][CH2:14][CH2:13][CH2:12]2)=[O:10])[CH:7]=1. (5) The product is: [OH:11][CH2:10][C:2]([CH3:19])([CH3:1])[CH2:3][CH:4]1[CH2:8][O:7][C:6](=[O:9])[O:5]1. Given the reactants [CH3:1][C:2]([CH3:19])([CH2:10][O:11][Si](C)(C)C(C)(C)C)[CH2:3][CH:4]1[CH2:8][O:7][C:6](=[O:9])[O:5]1.F.F.F.C(N(CC)CC)C, predict the reaction product. (6) Given the reactants [O-][Mn](=O)(=O)=O.[K+].[Br:7][C:8]1[CH:9]=[C:10]([CH2:15][OH:16])[CH:11]=[C:12]([CH3:14])[CH:13]=1.Cl.C(=O)(O)[O-:19].[Na+], predict the reaction product. The product is: [Br:7][C:8]1[CH:9]=[C:10]([CH:11]=[C:12]([CH3:14])[CH:13]=1)[C:15]([OH:19])=[O:16]. (7) Given the reactants [C:1]([O-:5])([CH3:4])([CH3:3])[CH3:2].[NH2:6][C:7]1[CH:8]=[CH:9][C:10]([O:22][CH3:23])=[C:11]([N:13]2[CH2:18][CH2:17][N:16]([C:19]([OH:21])=[O:20])[CH2:15][CH2:14]2)[CH:12]=1.[Cl:24][C:25]1[CH:26]=[C:27]([N:32]=[C:33]=[O:34])[CH:28]=[CH:29][C:30]=1[CH3:31], predict the reaction product. The product is: [C:1]([O-:5])([CH3:4])([CH3:3])[CH3:2].[Cl:24][C:25]1[CH:26]=[C:27]([CH:28]=[CH:29][C:30]=1[CH3:31])[NH:32][C:33]([NH:6][C:7]1[CH:8]=[CH:9][C:10]([O:22][CH3:23])=[C:11]([N:13]2[CH2:18][CH2:17][N:16]([C:19]([OH:21])=[O:20])[CH2:15][CH2:14]2)[CH:12]=1)=[O:34]. (8) Given the reactants [CH3:1][N:2]([CH2:22][C@@H:23]1[C:26]2[CH:27]=[C:28]([O:33][CH3:34])[C:29]([O:31][CH3:32])=[CH:30][C:25]=2[CH2:24]1)[CH2:3][CH2:4][CH2:5][N:6]1[C:16](=[O:17])[CH2:15][C:14]2[C:9](=[CH:10][C:11]([O:20][CH3:21])=[C:12]([O:18][CH3:19])[CH:13]=2)[CH2:8][CH2:7]1.[ClH:35].C(#N)C, predict the reaction product. The product is: [CH3:1][N:2]([CH2:22][C@@H:23]1[C:26]2[CH:27]=[C:28]([O:33][CH3:34])[C:29]([O:31][CH3:32])=[CH:30][C:25]=2[CH2:24]1)[CH2:3][CH2:4][CH2:5][N:6]1[C:16](=[O:17])[CH2:15][C:14]2[C:9](=[CH:10][C:11]([O:20][CH3:21])=[C:12]([O:18][CH3:19])[CH:13]=2)[CH2:8][CH2:7]1.[ClH:35]. (9) Given the reactants Br[C:2]1[CH:3]=[N:4][CH:5]=[CH:6][CH:7]=1.[C:8]([O:12][C:13]([N:15]1[CH2:21][CH2:20][CH2:19][NH:18][CH2:17][CH2:16]1)=[O:14])([CH3:11])([CH3:10])[CH3:9].CC(C)([O-])C.[K+].C1(C)C=CC=CC=1, predict the reaction product. The product is: [NH3:4].[N:4]1[CH:5]=[CH:6][CH:7]=[C:2]([N:18]2[CH2:19][CH2:20][CH2:21][N:15]([C:13]([O:12][C:8]([CH3:11])([CH3:10])[CH3:9])=[O:14])[CH2:16][CH2:17]2)[CH:3]=1. (10) Given the reactants [F:1][C:2]1[C:3]([N:9]=[CH:10][N:11]([CH3:13])[CH3:12])=[N:4][C:5]([OH:8])=[N:6][CH:7]=1.CC(C)([O-])C.[K+].[CH3:20][S:21][CH2:22]Cl, predict the reaction product. The product is: [F:1][C:2]1[C:3]([N:9]=[CH:10][N:11]([CH3:13])[CH3:12])=[N:4][C:5](=[O:8])[N:6]([CH2:20][S:21][CH3:22])[CH:7]=1.